The task is: Binary Classification. Given a miRNA mature sequence and a target amino acid sequence, predict their likelihood of interaction.. This data is from Experimentally validated miRNA-target interactions with 360,000+ pairs, plus equal number of negative samples. (1) The miRNA is hsa-miR-4671-5p with sequence ACCGAAGACUGUGCGCUAAUCU. The protein sequence of the target gene is MEGAGPRGAGPARRRGAGGPPSPLLPSLLLLLLLWMLPDTVAPQELNPRGRNVCRAPGSQVPTCCAGWRQQGDECGIAVCEGNSTCSENEVCVRPGECRCRHGYFGANCDTKCPRQFWGPDCKELCSCHPHGQCEDVTGQCTCHARRWGARCEHACQCQHGTCHPRSGACRCEPGWWGAQCASACYCSATSRCDPQTGACLCHAGWWGRSCNNQCACNSSPCEQQSGRCQCRERTFGARCDRYCQCFRGRCHPVDGTCACEPGYRGKYCREPCPAGFYGLGCRRRCGQCKGQQPCTVAEG.... Result: 0 (no interaction). (2) Result: 1 (interaction). The protein sequence of the target gene is MAASVEQREGTIQVQGQALFFREALPGSGQARFSVLLLHGIRFSSETWQNLGTLHRLAQAGYRAVAIDLPGLGHSKEAAAPAPIGELAPGSFLAAVVDALELGPPVVISPSLSGMYSLPFLTAPGSQLPGFVPVAPICTDKINAANYASVKTPALIVYGDQDPMGQTSFEHLKQLPNHRVLIMKGAGHPCYLDKPEEWHTGLLDFLQGLQ. The miRNA is hsa-miR-4725-3p with sequence UGGGGAAGGCGUCAGUGUCGGG. (3) The miRNA is hsa-miR-4651 with sequence CGGGGUGGGUGAGGUCGGGC. The protein sequence of the target gene is MNISVDLETNYAELVLDVGRVTLGENSRKKMKDCKLRKKQNESVSRAMCALLNSGGGVIKAEIENEDYSYTKDGIGLDLENSFSNILLFVPEYLDFMQNGNYFLIFVKSWSLNTSGLRITTLSSNLYKRDITSAKVMNATAALEFLKDMKKTRGRLYLRPELLAKRPCVDIQEENNMKALAGVFFDRTELDRKEKLTFTESTHVEIKNFSTEKLLQRIKEILPQYVSAFANTDGGYLFIGLNEDKEIIGFKAEMSDLDDLEREIEKSIRKMPVHHFCMEKKKINYSCKFLGVYDKGSLCG.... Result: 1 (interaction).